Dataset: Catalyst prediction with 721,799 reactions and 888 catalyst types from USPTO. Task: Predict which catalyst facilitates the given reaction. (1) Reactant: [CH3:1][N:2]1[CH2:7][CH2:6][N:5]2[N:8]=[C:9]([N+:11]([O-])=O)[CH:10]=[C:4]2[CH2:3]1. Product: [CH3:1][N:2]1[CH2:7][CH2:6][N:5]2[N:8]=[C:9]([NH2:11])[CH:10]=[C:4]2[CH2:3]1. The catalyst class is: 29. (2) Reactant: [B:1](OC(C)C)([O:6]C(C)C)[O:2]C(C)C.Br[C:15]1[CH:16]=[C:17]([NH:22][S:23]([C:26]2[CH:31]=[CH:30][CH:29]=[CH:28][CH:27]=2)(=[O:25])=[O:24])[C:18]([Cl:21])=[N:19][CH:20]=1.C([Li])CCC. Product: [Cl:21][C:18]1[N:19]=[CH:20][C:15]([B:1]([OH:6])[OH:2])=[CH:16][C:17]=1[NH:22][S:23]([C:26]1[CH:31]=[CH:30][CH:29]=[CH:28][CH:27]=1)(=[O:25])=[O:24]. The catalyst class is: 1. (3) The catalyst class is: 73. Product: [Br:1][C:2]1[CH:3]=[C:4]([C:13]2[CH:14]=[CH:15][C:16]([S:19]([CH3:22])(=[O:20])=[O:21])=[CH:17][CH:18]=2)[N:5]2[C:10]=1[CH:9]=[N:8][C:7]([S:11][CH3:12])=[N:6]2.[CH3:22][S:19]([C:16]1[CH:17]=[CH:18][C:13]([C:4]2[N:5]3[C:10]([CH:9]=[N:8][C:7]([S:11][CH3:12])=[N:6]3)=[C:2]([CH3:23])[CH:3]=2)=[CH:14][CH:15]=1)(=[O:21])=[O:20]. Reactant: [Br:1][C:2]1[CH:3]=[C:4]([C:13]2[CH:18]=[CH:17][C:16]([S:19]([CH3:22])(=[O:21])=[O:20])=[CH:15][CH:14]=2)[N:5]2[C:10]=1[CH:9]=[N:8][C:7]([S:11][CH3:12])=[N:6]2.[C:23]1(B(O)O)C=CC=CC=1.CB1OB(C)OB(C)O1.C(=O)([O-])[O-].[K+].[K+].CN(C)C=O. (4) Reactant: C1(C(C2C=CC=CC=2)[N:8]2[CH2:11][C:10]([OH:15])([C:12]([OH:14])=[O:13])[CH2:9]2)C=CC=CC=1.[ClH:22].O1CCOCC1.[H][H]. Product: [ClH:22].[OH:15][C:10]1([C:12]([OH:14])=[O:13])[CH2:11][NH:8][CH2:9]1. The catalyst class is: 105. (5) Reactant: [Cl-].C[N+](C)=CS(Cl)(=O)=O.[Cl:10][C:11]1[CH:19]=[CH:18][C:14]([C:15]([OH:17])=O)=[CH:13][N:12]=1.[CH2:20]([C:24]1[CH:33]=[CH:32][C:27]([C:28]([NH:30][NH2:31])=O)=[CH:26][CH:25]=1)[CH:21]([CH3:23])[CH3:22].C(N(CC)CC)C. Product: [Cl:10][C:11]1[CH:19]=[CH:18][C:14]([C:15]2[O:17][C:28]([C:27]3[CH:32]=[CH:33][C:24]([CH2:20][CH:21]([CH3:23])[CH3:22])=[CH:25][CH:26]=3)=[N:30][N:31]=2)=[CH:13][N:12]=1. The catalyst class is: 4.